Task: Predict the reaction yield, written as a fraction of the theoretical maximum amount of product (1.0 means a 100% yield; for example, 0.34 means a 34% yield).. Dataset: Reaction yield outcomes from USPTO patents with 853,638 reactions (1) The reactants are [NH2:1][C:2]1[CH:6]=[C:5]([C:7]2[CH:12]=[CH:11][CH:10]=[C:9]([F:13])[CH:8]=2)[NH:4][N:3]=1.[OH-].[K+].[C:16](O[C:16]([O:18][C:19]([CH3:22])([CH3:21])[CH3:20])=[O:17])([O:18][C:19]([CH3:22])([CH3:21])[CH3:20])=[O:17]. The catalyst is C(Cl)Cl. The product is [C:19]([O:18][C:16]([N:4]1[C:5]([C:7]2[CH:12]=[CH:11][CH:10]=[C:9]([F:13])[CH:8]=2)=[CH:6][C:2]([NH2:1])=[N:3]1)=[O:17])([CH3:22])([CH3:21])[CH3:20]. The yield is 0.950. (2) The reactants are [NH2:1][C:2]1[C:7]([Cl:8])=[CH:6][C:5]([I:9])=[CH:4][N:3]=1.Br[CH2:11][C:12](=O)[C:13]([O:15]CC)=[O:14].O.[OH-].[Na+]. The catalyst is CCO. The product is [Cl:8][C:7]1[C:2]2[N:3]([CH:11]=[C:12]([C:13]([OH:15])=[O:14])[N:1]=2)[CH:4]=[C:5]([I:9])[CH:6]=1. The yield is 0.510.